Dataset: Peptide-MHC class II binding affinity with 134,281 pairs from IEDB. Task: Regression. Given a peptide amino acid sequence and an MHC pseudo amino acid sequence, predict their binding affinity value. This is MHC class II binding data. (1) The peptide sequence is AAATAGTTVYGAGAA. The MHC is HLA-DPA10103-DPB10401 with pseudo-sequence HLA-DPA10103-DPB10401. The binding affinity (normalized) is 0. (2) The peptide sequence is DLTLPWQSGSGGVWR. The MHC is DRB3_0301 with pseudo-sequence DRB3_0301. The binding affinity (normalized) is 0.268. (3) The peptide sequence is AAPEAARSLASSLPG. The MHC is DRB1_0701 with pseudo-sequence DRB1_0701. The binding affinity (normalized) is 0.295. (4) The peptide sequence is TWTSIPTLAAQFPFN. The MHC is DRB1_1302 with pseudo-sequence DRB1_1302. The binding affinity (normalized) is 0.124. (5) The MHC is HLA-DPA10103-DPB10301 with pseudo-sequence HLA-DPA10103-DPB10301. The binding affinity (normalized) is 0. The peptide sequence is PGESRHTSDHMSIYK. (6) The binding affinity (normalized) is 0.683. The MHC is DRB1_1302 with pseudo-sequence DRB1_1302. The peptide sequence is GELQIVIKIDAAFKI. (7) The peptide sequence is FDNIYSVNIERGLGL. The MHC is DRB4_0101 with pseudo-sequence DRB4_0103. The binding affinity (normalized) is 0.364.